This data is from Full USPTO retrosynthesis dataset with 1.9M reactions from patents (1976-2016). The task is: Predict the reactants needed to synthesize the given product. (1) Given the product [CH2:36]([N:38]([CH2:65][C:66]1[CH:71]=[CH:70][CH:69]=[CH:68][N:67]=1)[C:39](=[O:64])[CH2:40][N:41]([S:49]([C:52]1[CH:61]=[C:60]2[C:55]([CH2:56][CH2:57][NH:58][CH2:59]2)=[CH:54][CH:53]=1)(=[O:51])=[O:50])[C:42]1[CH:47]=[CH:46][C:45]([CH3:48])=[CH:44][CH:43]=1)[CH3:37], predict the reactants needed to synthesize it. The reactants are: C1C2C(=CC=C(S(N(CC(O)=O)C3C=CC(C)=CC=3)(=O)=O)C=2)CCN1.C(NCC1C=CC=CN=1)C.[CH2:36]([N:38]([CH2:65][C:66]1[CH:71]=[CH:70][CH:69]=[CH:68][N:67]=1)[C:39](=[O:64])[CH2:40][N:41]([S:49]([C:52]1[CH:61]=[C:60]2[C:55]([CH2:56][CH2:57][N:58](C=O)[CH2:59]2)=[CH:54][CH:53]=1)(=[O:51])=[O:50])[C:42]1[CH:47]=[CH:46][C:45]([CH3:48])=[CH:44][CH:43]=1)[CH3:37]. (2) The reactants are: [CH3:1][C:2]1[CH:7]=[CH:6][CH:5]=[C:4]([CH3:8])[C:3]=1[C:9]1[CH:14]=[CH:13][C:12]([N+:15]([O-])=O)=[CH:11][CH:10]=1.[H][H]. Given the product [CH3:8][C:4]1[CH:5]=[CH:6][CH:7]=[C:2]([CH3:1])[C:3]=1[C:9]1[CH:10]=[CH:11][C:12]([NH2:15])=[CH:13][CH:14]=1, predict the reactants needed to synthesize it. (3) Given the product [CH3:17][S:18]([N:14]1[CH2:13][CH2:12][CH:11]([O:10][CH2:9][CH2:8][O:7][CH:2]2[CH2:3][CH2:4][CH2:5][CH2:6][O:1]2)[CH2:16][CH2:15]1)(=[O:20])=[O:19], predict the reactants needed to synthesize it. The reactants are: [O:1]1[CH2:6][CH2:5][CH2:4][CH2:3][CH:2]1[O:7][CH2:8][CH2:9][O:10][CH:11]1[CH2:16][CH2:15][NH:14][CH2:13][CH2:12]1.[CH3:17][S:18](Cl)(=[O:20])=[O:19]. (4) Given the product [S:2]1[CH:6]=[CH:5][C:4]2[C:7]([C:11]3[N:12]4[CH2:19][CH2:18][N:17]=[C:13]4[S:14][C:15]=3[CH:26]=[O:27])=[CH:8][CH:9]=[CH:10][C:3]1=2, predict the reactants needed to synthesize it. The reactants are: Br.[S:2]1[CH:6]=[CH:5][C:4]2[C:7]([C:11]3[N:12]4[CH2:19][CH2:18][N:17]=[C:13]4[S:14][C:15]=3Br)=[CH:8][CH:9]=[CH:10][C:3]1=2.C([Mg]Cl)C.CN(C)[CH:26]=[O:27]. (5) Given the product [CH3:25][N:26]([CH:33]=[CH:34][C:35](=[N:43][C:44]1[CH:49]=[CH:48][CH:47]=[CH:46][CH:45]=1)[O:36][C:37]1[CH:38]=[CH:39][CH:40]=[CH:41][CH:42]=1)[C:27]1[CH:28]=[CH:29][CH:30]=[CH:31][CH:32]=1, predict the reactants needed to synthesize it. The reactants are: C1(OC(=NC2C=CC=CC=2)C=COC2C=CC=CC=2)C=CC=CC=1.[CH3:25][N:26]([CH:33]=[CH:34][C:35](=[N:43][C:44]1[CH:49]=[CH:48][CH:47]=[CH:46][CH:45]=1)[O:36][C:37]1[CH:42]=[CH:41][CH:40]=[CH:39][CH:38]=1)[C:27]1[CH:32]=[CH:31][CH:30]=[CH:29][CH:28]=1.CNC1C=CC=CC=1. (6) The reactants are: [Cl:1][C:2]1[C:3]2[N:4]([C:8]([CH:11]3[CH2:14][CH2:13][CH2:12]3)=[N:9][CH:10]=2)[CH:5]=[CH:6][N:7]=1.C1C(=O)N([I:22])C(=O)C1. Given the product [Cl:1][C:2]1[C:3]2[N:4]([C:8]([CH:11]3[CH2:14][CH2:13][CH2:12]3)=[N:9][C:10]=2[I:22])[CH:5]=[CH:6][N:7]=1, predict the reactants needed to synthesize it.